This data is from Full USPTO retrosynthesis dataset with 1.9M reactions from patents (1976-2016). The task is: Predict the reactants needed to synthesize the given product. (1) Given the product [Cl:12][C:6]1[CH:7]=[C:8]([F:11])[CH:9]=[CH:10][C:5]=1[CH2:4][NH:3][O:2][CH3:1], predict the reactants needed to synthesize it. The reactants are: [CH3:1][O:2][N:3]=[CH:4][C:5]1[CH:10]=[CH:9][C:8]([F:11])=[CH:7][C:6]=1[Cl:12].C([BH3-])#N.[Na+]. (2) Given the product [N:66]1([CH2:5][C:7]2[CH:49]=[CH:48][C:10]([CH2:11][N:12]3[CH:16]=[C:15]([NH:17][C:18]([C:20]4[C:28]5[C:23](=[CH:24][CH:25]=[CH:26][CH:27]=5)[NH:22][N:21]=4)=[O:19])[CH:14]=[N:13]3)=[CH:9][CH:8]=2)[CH2:73][CH2:86][CH2:91]1, predict the reactants needed to synthesize it. The reactants are: Cl.CNC.[CH:5]([C:7]1[CH:49]=[CH:48][C:10]([CH2:11][N:12]2[CH:16]=[C:15]([NH:17][C:18]([C:20]3[C:28]4[C:23](=[CH:24][CH:25]=[CH:26][CH:27]=4)[N:22](C(C4C=CC=CC=4)(C4C=CC=CC=4)C4C=CC=CC=4)[N:21]=3)=[O:19])[CH:14]=[N:13]2)=[CH:9][CH:8]=1)=O.C(C1[CH:91]=[C:86](C=CC=1)[CH2:73][N:66]1C=C([NH:66][C:73]([C:86]2[C:91]3C(=CC=CC=3)[N:66]([C:73]([C:86]3[CH:91]=CC=CC=3)(C3C=CC=CC=3)C3C=CC=CC=3)N=2)=O)C=N1)=O. (3) Given the product [C:22]1([C:28]2[O:32][C:31]([C:33]([N:1]3[CH2:4][CH:3]([O:5][C:6]4[CH:17]=[CH:16][C:9]([CH2:10][N:11]5[CH2:12][CH2:13][CH2:14][CH2:15]5)=[C:8]([C:18]([F:19])([F:20])[F:21])[CH:7]=4)[CH2:2]3)=[O:34])=[N:30][N:29]=2)[CH:23]=[CH:24][CH:25]=[CH:26][CH:27]=1, predict the reactants needed to synthesize it. The reactants are: [NH:1]1[CH2:4][CH:3]([O:5][C:6]2[CH:17]=[CH:16][C:9]([CH2:10][N:11]3[CH2:15][CH2:14][CH2:13][CH2:12]3)=[C:8]([C:18]([F:21])([F:20])[F:19])[CH:7]=2)[CH2:2]1.[C:22]1([C:28]2[O:32][C:31]([C:33](OCC)=[O:34])=[N:30][N:29]=2)[CH:27]=[CH:26][CH:25]=[CH:24][CH:23]=1. (4) Given the product [CH3:20][C:21]1[CH:22]=[C:23]([CH:24]([C:2]2[C:7]([CH3:8])=[CH:6][CH:5]=[CH:4][N:3]=2)[OH:25])[O:26][C:27]=1[CH3:28], predict the reactants needed to synthesize it. The reactants are: Br[C:2]1[C:7]([CH3:8])=[CH:6][CH:5]=[CH:4][N:3]=1.C([Li])CCC.CCCCCC.[CH3:20][C:21]1[CH:22]=[C:23]([O:26][C:27]=1[CH3:28])[CH:24]=[O:25].O. (5) Given the product [OH:6][NH:5][C:3](=[O:4])[C@:2]([CH3:1])([S:42]([CH3:45])(=[O:44])=[O:43])[CH2:13][CH2:14][N:15]1[CH:20]=[CH:19][C:18]([C:21]2[CH:26]=[CH:25][C:24]([O:27][CH2:28][CH2:29][CH:30]3[CH2:33][CH:32]([OH:34])[CH2:31]3)=[CH:23][CH:22]=2)=[CH:17][C:16]1=[O:41], predict the reactants needed to synthesize it. The reactants are: [CH3:1][C@@:2]([S:42]([CH3:45])(=[O:44])=[O:43])([CH2:13][CH2:14][N:15]1[CH:20]=[CH:19][C:18]([C:21]2[CH:26]=[CH:25][C:24]([O:27][CH2:28][CH2:29][CH:30]3[CH2:33][CH:32]([O:34]C4CCCCO4)[CH2:31]3)=[CH:23][CH:22]=2)=[CH:17][C:16]1=[O:41])[C:3]([NH:5][O:6]C1CCCCO1)=[O:4].Cl. (6) Given the product [CH3:42][O:43][C:44](=[O:62])[CH2:45][C:46]1[C:47]([CH3:61])=[N:48][N:49]([CH2:52][C:53]2[CH:58]=[CH:57][C:56]([NH:59][C:10]([C:2]3[NH:1][C:9]4[C:4]([CH:3]=3)=[CH:5][CH:6]=[CH:7][CH:8]=4)=[O:12])=[CH:55][C:54]=2[F:60])[C:50]=1[CH3:51], predict the reactants needed to synthesize it. The reactants are: [NH:1]1[C:9]2[C:4](=[CH:5][CH:6]=[CH:7][CH:8]=2)[CH:3]=[C:2]1[C:10]([OH:12])=O.CN(C(ON1N=NC2C=CC=CC1=2)=[N+](C)C)C.[B-](F)(F)(F)F.C(NC(C)C)(C)C.[CH3:42][O:43][C:44](=[O:62])[CH2:45][C:46]1[C:47]([CH3:61])=[N:48][N:49]([CH2:52][C:53]2[CH:58]=[CH:57][C:56]([NH2:59])=[CH:55][C:54]=2[F:60])[C:50]=1[CH3:51].C([O-])([O-])=O.[K+].[K+]. (7) Given the product [CH2:1]([O:3][C:4](=[O:20])[CH:5]([O:16][CH:17]([CH3:19])[CH3:18])[CH2:6][C:7]1[CH:12]=[CH:11][C:10]([O:13][CH2:65][CH2:64][C:62]2[N:63]=[C:59]([C:53]3[CH:54]=[C:55]([O:57][CH3:58])[CH:56]=[C:51]([O:50][CH3:49])[CH:52]=3)[S:60][C:61]=2[CH3:67])=[C:9]([O:14][CH3:15])[CH:8]=1)[CH3:2], predict the reactants needed to synthesize it. The reactants are: [CH2:1]([O:3][C:4](=[O:20])[CH:5]([O:16][CH:17]([CH3:19])[CH3:18])[CH2:6][C:7]1[CH:12]=[CH:11][C:10]([OH:13])=[C:9]([O:14][CH3:15])[CH:8]=1)[CH3:2].C(OC(=O)COC(C)C)C.C(OC1C=CC(C=O)=CC=1OC)C1C=CC=CC=1.[CH3:49][O:50][C:51]1[CH:52]=[C:53]([C:59]2[S:60][C:61]([CH3:67])=[C:62]([CH2:64][CH2:65]O)[N:63]=2)[CH:54]=[C:55]([O:57][CH3:58])[CH:56]=1.COC(=O)CC(=O)C(Br)C.COC1C=C(C=C(OC)C=1)C(N)=S.C1(P(C2C=CC=CC=2)C2C=CC=CC=2)C=CC=CC=1.N(C(OCC)=O)=NC(OCC)=O. (8) Given the product [CH2:7]([N:6]([CH2:9][CH3:10])[CH2:5][CH2:4][CH2:3][CH2:2][NH:1][C:31]([CH2:30][N:23]([CH2:22][C:18]1[CH:17]=[C:16]([C:14]([O:13][CH2:11][CH3:12])=[O:15])[CH:21]=[CH:20][N:19]=1)[C:24](=[O:29])[C:25]([F:26])([F:27])[F:28])=[O:32])[CH3:8], predict the reactants needed to synthesize it. The reactants are: [NH2:1][CH2:2][CH2:3][CH2:4][CH2:5][N:6]([CH2:9][CH3:10])[CH2:7][CH3:8].[CH2:11]([O:13][C:14]([C:16]1[CH:21]=[CH:20][N:19]=[C:18]([CH2:22][N:23]([CH2:30][C:31](O)=[O:32])[C:24](=[O:29])[C:25]([F:28])([F:27])[F:26])[CH:17]=1)=[O:15])[CH3:12]. (9) Given the product [C:18]([O:22][C:23]([N:25]1[CH2:30][CH2:29][C:28]([OH:35])([C:7]2[CH:8]=[CH:9][C:4]([O:3][C:2]([F:12])([F:11])[F:1])=[CH:5][CH:6]=2)[CH2:27][CH2:26]1)=[O:24])([CH3:21])([CH3:20])[CH3:19], predict the reactants needed to synthesize it. The reactants are: [F:1][C:2]([F:12])([F:11])[O:3][C:4]1[CH:9]=[CH:8][C:7](Br)=[CH:6][CH:5]=1.C([Li])CCC.[C:18]([O:22][C:23]([N:25]1[CH2:30][CH2:29][C:28](=C=O)[CH2:27][CH2:26]1)=[O:24])([CH3:21])([CH3:20])[CH3:19].[Cl-].[NH4+].[O:35]1CCCC1. (10) Given the product [CH2:9]([O:11][C:12]([C:14]1([C:19](=[O:21])[NH:23][CH3:22])[CH2:17][C:16](=[O:18])[CH2:15]1)=[O:13])[CH3:10], predict the reactants needed to synthesize it. The reactants are: ClC(OCC(C)C)=O.[CH2:9]([O:11][C:12]([C:14]1([C:19]([OH:21])=O)[CH2:17][C:16](=[O:18])[CH2:15]1)=[O:13])[CH3:10].[CH3:22][N:23]1CCOCC1.CN.